From a dataset of Reaction yield outcomes from USPTO patents with 853,638 reactions. Predict the reaction yield, written as a fraction of the theoretical maximum amount of product (1.0 means a 100% yield; for example, 0.34 means a 34% yield). (1) The reactants are [CH:1]([C@@H:3]1[N:8]2[CH2:9][CH2:10][N:11]([C:13]3[C:14]([C:19]#[N:20])=[N:15][CH:16]=[CH:17][N:18]=3)[CH2:12][C@@H:7]2[CH2:6][CH2:5][CH2:4]1)=O.Cl.[NH2:22][OH:23].C([O-])(=O)C.[Na+]. The catalyst is C1COCC1.CCO. The product is [OH:23]/[N:22]=[CH:1]/[C@@H:3]1[N:8]2[CH2:9][CH2:10][N:11]([C:13]3[C:14]([C:19]#[N:20])=[N:15][CH:16]=[CH:17][N:18]=3)[CH2:12][C@@H:7]2[CH2:6][CH2:5][CH2:4]1. The yield is 1.00. (2) The yield is 0.720. The reactants are [CH:1]([C:4]1[CH:9]=[C:8]([O:10][CH3:11])[C:7]([C:12]2[N:13]=[CH:14][S:15][CH:16]=2)=[CH:6][C:5]=1[OH:17])([CH3:3])[CH3:2].Br[CH2:19][C:20]#[N:21].C([O-])([O-])=O.[K+].[K+]. The catalyst is C(#N)C. The product is [CH:1]([C:4]1[CH:9]=[C:8]([O:10][CH3:11])[C:7]([C:12]2[N:13]=[CH:14][S:15][CH:16]=2)=[CH:6][C:5]=1[O:17][CH2:19][C:20]#[N:21])([CH3:3])[CH3:2]. (3) The reactants are [H-].[Na+].[OH:3][CH:4]1[C:27]2=[N:28][N:29]([CH3:31])[CH:30]=[C:26]2[O:25][C:6]2([CH2:11][CH2:10][N:9]([C:12]([C:14]3[CH:19]=[CH:18][C:17]([O:20][CH:21]([CH3:23])[CH3:22])=[C:16]([CH3:24])[CH:15]=3)=[O:13])[CH2:8][CH2:7]2)[CH2:5]1.Br[CH:33]([CH3:35])[CH3:34]. The catalyst is CN(C1C=CN=CC=1)C.CN(C=O)C. The yield is 0.210. The product is [CH:21]([O:20][C:17]1[CH:18]=[CH:19][C:14]([C:12]([N:9]2[CH2:8][CH2:7][C:6]3([O:25][C:26]4[C:27](=[N:28][N:29]([CH3:31])[CH:30]=4)[CH:4]([O:3][CH:33]([CH3:35])[CH3:34])[CH2:5]3)[CH2:11][CH2:10]2)=[O:13])=[CH:15][C:16]=1[CH3:24])([CH3:23])[CH3:22]. (4) The reactants are [BH4-].[Na+].[CH3:3][O:4][C:5]([C:7]1([C:10]2[CH:11]=[C:12]3[C:17](=[CH:18][CH:19]=2)[O:16][CH2:15][CH2:14][C:13]3=O)[CH2:9][CH2:8]1)=[O:6]. The catalyst is FC(F)(F)C(O)=O. The product is [CH3:3][O:4][C:5]([C:7]1([C:10]2[CH:11]=[C:12]3[C:17](=[CH:18][CH:19]=2)[O:16][CH2:15][CH2:14][CH2:13]3)[CH2:8][CH2:9]1)=[O:6]. The yield is 0.920. (5) The reactants are [CH2:1]([O:8][C:9]1[CH:18]=[C:17]2[C:12]([C:13]([O:19][C:20]3[C:25]([CH3:26])=[CH:24][C:23]([NH:27][C:28]([NH:30][C:31]4[CH:36]=[CH:35][CH:34]=[CH:33][C:32]=4[O:37][CH3:38])=[O:29])=[C:22]([CH3:39])[CH:21]=3)=[CH:14][CH:15]=[N:16]2)=[CH:11][C:10]=1[O:40][CH3:41])[C:2]1C=CC=CC=1.[H][H].CN(C)[CH:46]=[O:47]. The product is [CH3:41][O:40][C:10]1[CH:11]=[C:12]2[C:17](=[CH:18][C:9]=1[O:8][CH2:1][CH2:2][O:47][CH3:46])[N:16]=[CH:15][CH:14]=[C:13]2[O:19][C:20]1[C:25]([CH3:26])=[CH:24][C:23]([NH:27][C:28]([NH:30][C:31]2[CH:36]=[CH:35][CH:34]=[CH:33][C:32]=2[O:37][CH3:38])=[O:29])=[C:22]([CH3:39])[CH:21]=1. The yield is 0.760. The catalyst is [OH-].[Pd+2].[OH-]. (6) The reactants are C(OC([N:8]1[CH2:13][CH2:12][CH:11]([CH2:14][NH:15][C:16]2[CH:21]=[C:20]([NH:22][C:23]3[CH:28]=[N:27][C:26]([C:29]#[N:30])=[CH:25][N:24]=3)[N:19]=[CH:18][N:17]=2)[CH2:10][CH2:9]1)=O)(C)(C)C.FC(F)(F)C(O)=[O:34]. The product is [NH:8]1[CH2:13][CH2:12][CH:11]([CH2:14][NH:15][C:16]2[N:17]=[CH:18][N:19]=[C:20]([NH:22][C:23]3[N:24]=[CH:25][C:26]([C:29]([NH2:30])=[O:34])=[N:27][CH:28]=3)[CH:21]=2)[CH2:10][CH2:9]1. The yield is 0.150. No catalyst specified. (7) The reactants are [CH3:1][O:2][CH2:3][N:4]1[C:12]2[C:7](=[CH:8][CH:9]=[CH:10][C:11]=2[NH:13][S:14]([C:17]2[S:18][CH:19]=[CH:20][CH:21]=2)(=[O:16])=[O:15])[CH:6]=[C:5]1[C:22]([NH2:24])=[O:23].Br[CH2:26][CH:27]1[CH2:29][CH2:28]1.C(=O)([O-])[O-].[K+].[K+].CN(C)C=O. The catalyst is C(OCC)(=O)C.[Cl-].[Na+].O. The product is [CH:27]1([CH2:26][N:13]([S:14]([C:17]2[S:18][CH:19]=[CH:20][CH:21]=2)(=[O:16])=[O:15])[C:11]2[CH:10]=[CH:9][CH:8]=[C:7]3[C:12]=2[N:4]([CH2:3][O:2][CH3:1])[C:5]([C:22]([NH2:24])=[O:23])=[CH:6]3)[CH2:29][CH2:28]1. The yield is 0.720.